From a dataset of Full USPTO retrosynthesis dataset with 1.9M reactions from patents (1976-2016). Predict the reactants needed to synthesize the given product. (1) Given the product [Br:28][C:7]1[S:6][C:5]([NH:9][C:10]([C:12]2[CH:16]=[CH:15][NH:14][N:13]=2)=[O:11])=[C:4]([C:1](=[O:3])[NH2:2])[CH:8]=1, predict the reactants needed to synthesize it. The reactants are: [C:1]([C:4]1[CH:8]=[CH:7][S:6][C:5]=1[NH:9][C:10]([C:12]1[CH:16]=[CH:15][NH:14][N:13]=1)=[O:11])(=[O:3])[NH2:2].CC(O)=O.C1C(=O)N([Br:28])C(=O)C1. (2) Given the product [CH3:11][C:12]1[C:16]([CH3:17])=[CH:15][NH:14][C:13]=1[CH:3]=[O:4], predict the reactants needed to synthesize it. The reactants are: CN(C)[CH:3]=[O:4].P(Cl)(Cl)(Cl)=O.[CH3:11][C:12]1[C:16]([CH3:17])=[CH:15][NH:14][CH:13]=1. (3) Given the product [Br:1][C:2]1[N:3]=[CH:4][NH:5][C:6]=1[C:7]([OH:9])=[O:8], predict the reactants needed to synthesize it. The reactants are: [Br:1][C:2]1[N:3]=[CH:4][NH:5][C:6]=1[C:7]([O:9]C)=[O:8].[OH-].[Na+].Cl. (4) Given the product [C:28]1([CH:34]([O:5][C:4](=[O:6])[C@H:3]([NH:7][S:8]([C:11]2[CH:26]=[CH:25][C:14]3[N:15]=[C:16]([S:18][CH2:19][CH2:20][CH2:21][CH2:22][CH2:23][CH3:24])[S:17][C:13]=3[CH:12]=2)(=[O:10])=[O:9])[CH:2]([CH3:1])[CH3:27])[C:37]2[CH:38]=[CH:39][CH:40]=[CH:41][CH:42]=2)[CH:33]=[CH:32][CH:31]=[CH:30][CH:29]=1, predict the reactants needed to synthesize it. The reactants are: [CH3:1][CH:2]([CH3:27])[C@@H:3]([NH:7][S:8]([C:11]1[CH:26]=[CH:25][C:14]2[N:15]=[C:16]([S:18][CH2:19][CH2:20][CH2:21][CH2:22][CH2:23][CH3:24])[S:17][C:13]=2[CH:12]=1)(=[O:10])=[O:9])[C:4]([OH:6])=[O:5].[C:28]1([C:34]([C:37]2[CH:42]=[CH:41][CH:40]=[CH:39][CH:38]=2)=[N+]=[N-])[CH:33]=[CH:32][CH:31]=[CH:30][CH:29]=1. (5) Given the product [CH:1]([N:14]1[CH2:17][C:16](=[O:18])[C:15]1([CH3:20])[CH3:19])([C:8]1[CH:9]=[CH:10][CH:11]=[CH:12][CH:13]=1)[C:2]1[CH:7]=[CH:6][CH:5]=[CH:4][CH:3]=1, predict the reactants needed to synthesize it. The reactants are: [CH:1]([NH:14][C:15]([CH3:20])([CH3:19])[C:16](=[O:18])[CH3:17])([C:8]1[CH:13]=[CH:12][CH:11]=[CH:10][CH:9]=1)[C:2]1[CH:7]=[CH:6][CH:5]=[CH:4][CH:3]=1.BrBr.[OH-].[Na+]. (6) Given the product [CH2:49]([N:46]([CH2:47][CH3:48])[CH2:45][CH2:44][N:41]1[CH2:40][CH2:39][N:38]([C:36]([C:3]2[CH:4]=[C:5]([C:9]3[CH:10]=[C:11]4[C:17]([C:18]5[CH:23]=[CH:22][CH:21]=[CH:20][C:19]=5[O:24][CH3:25])=[CH:16][NH:15][C:12]4=[N:13][CH:14]=3)[CH:6]=[C:7]([F:8])[C:2]=2[NH:1][C:56](=[O:57])[CH2:55][N:53]([CH3:54])[CH3:52])=[O:37])[CH2:43][CH2:42]1)[CH3:50], predict the reactants needed to synthesize it. The reactants are: [NH2:1][C:2]1[C:7]([F:8])=[CH:6][C:5]([C:9]2[CH:10]=[C:11]3[C:17]([C:18]4[CH:23]=[CH:22][CH:21]=[CH:20][C:19]=4[O:24][CH3:25])=[CH:16][N:15](S(C4C=CC(C)=CC=4)(=O)=O)[C:12]3=[N:13][CH:14]=2)=[CH:4][C:3]=1[C:36]([N:38]1[CH2:43][CH2:42][N:41]([CH2:44][CH2:45][N:46]([CH2:49][CH3:50])[CH2:47][CH3:48])[CH2:40][CH2:39]1)=[O:37].Cl.[CH3:52][N:53]([CH2:55][C:56](Cl)=[O:57])[CH3:54].CCN(C(C)C)C(C)C. (7) Given the product [C:1]([CH2:3][CH2:4][C@@H:5]1[CH2:9][C@H:8]([C:10]([NH:16][NH:15][C:17]2[N:18]=[C:19]3[CH:25]=[CH:24][N:23]([S:26]([C:29]4[CH:35]=[CH:34][C:32]([CH3:33])=[CH:31][CH:30]=4)(=[O:28])=[O:27])[C:20]3=[N:21][CH:22]=2)=[O:12])[C@H:7]([CH2:13][CH3:14])[CH2:6]1)#[N:2], predict the reactants needed to synthesize it. The reactants are: [C:1]([CH2:3][CH2:4][C@@H:5]1[CH2:9][C@H:8]([C:10]([OH:12])=O)[C@H:7]([CH2:13][CH3:14])[CH2:6]1)#[N:2].[NH:15]([C:17]1[N:18]=[C:19]2[CH:25]=[CH:24][N:23]([S:26]([C:29]3[CH:35]=[CH:34][C:32]([CH3:33])=[CH:31][CH:30]=3)(=[O:28])=[O:27])[C:20]2=[N:21][CH:22]=1)[NH2:16].CN(C(ON1N=NC2C=CC=NC1=2)=[N+](C)C)C.F[P-](F)(F)(F)(F)F. (8) Given the product [OH2:8].[NH:24]1[CH2:23][CH2:22][CH:21]([C:14]2[C:13]3[C:18](=[CH:19][CH:20]=[C:11]([NH:10][S:7]([C:1]4[CH:2]=[CH:3][CH:4]=[CH:5][CH:6]=4)(=[O:9])=[O:8])[CH:12]=3)[O:17][CH2:16][CH:15]=2)[CH2:26][CH2:25]1.[NH:24]1[CH2:23][CH2:22][CH:21]([C:14]2[C:13]3[C:18](=[CH:19][CH:20]=[C:11]([NH:10][S:7]([C:1]4[CH:2]=[CH:3][CH:4]=[CH:5][CH:6]=4)(=[O:9])=[O:8])[CH:12]=3)[O:17][CH2:16][CH:15]=2)[CH2:26][CH2:25]1, predict the reactants needed to synthesize it. The reactants are: [C:1]1([S:7]([NH:10][C:11]2[CH:12]=[C:13]3[C:18](=[CH:19][CH:20]=2)[O:17][CH2:16][CH2:15][C:14]3=[C:21]2[CH2:26][CH2:25][N:24](C(OCC3C=CC=CC=3)=O)[CH2:23][CH2:22]2)(=[O:9])=[O:8])[CH:6]=[CH:5][CH:4]=[CH:3][CH:2]=1.Cl.[OH-].[Na+].C(=O)([O-])[O-].[Na+].[Na+]. (9) Given the product [O:13]1[C:12]2[CH:17]=[CH:18][C:9]([NH:8][C:6](=[O:7])[C:5]3[CH:19]=[CH:20][C:2]([C:22]4[S:21][CH:25]=[CH:24][CH:23]=4)=[CH:3][CH:4]=3)=[CH:10][C:11]=2[O:16][CH2:15][CH2:14]1, predict the reactants needed to synthesize it. The reactants are: Br[C:2]1[CH:20]=[CH:19][C:5]([C:6]([NH:8][C:9]2[CH:18]=[CH:17][C:12]3[O:13][CH2:14][CH2:15][O:16][C:11]=3[CH:10]=2)=[O:7])=[CH:4][CH:3]=1.[S:21]1[CH:25]=[CH:24][CH:23]=[C:22]1B(O)O.C([O-])([O-])=O.[Na+].[Na+].CCO. (10) Given the product [C:11]([C:8]([CH3:10])([CH3:9])[C:7]1[CH:6]=[CH:5][C:4]([NH:13][C:14](=[O:25])[C:15]2[CH:20]=[CH:19][C:18]([O:21][CH3:22])=[C:17]([O:23][CH3:24])[CH:16]=2)=[CH:3][C:2]=1[C:32]([CH3:33])=[CH2:37])#[N:12], predict the reactants needed to synthesize it. The reactants are: Br[C:2]1[CH:3]=[C:4]([NH:13][C:14](=[O:25])[C:15]2[CH:20]=[CH:19][C:18]([O:21][CH3:22])=[C:17]([O:23][CH3:24])[CH:16]=2)[CH:5]=[CH:6][C:7]=1[C:8]([C:11]#[N:12])([CH3:10])[CH3:9].C([O-])([O-])=O.[K+].[K+].[C:32]1(C)[C:33](C)=CC=C[CH:37]=1.